Dataset: Full USPTO retrosynthesis dataset with 1.9M reactions from patents (1976-2016). Task: Predict the reactants needed to synthesize the given product. (1) Given the product [CH2:16]([O:15][C@@H:14]1[C@@H:13]([O:23][CH2:24][C:25]2[CH:30]=[CH:29][CH:28]=[CH:27][CH:26]=2)[C@H:12]([CH3:31])[O:11][C@@H:10]([O:32][C@@H:33]2[C@@H:42]([O:43][C@H:44]3[O:73][C@H:72]([CH2:74][O:75][CH2:76][C:77]4[CH:78]=[CH:79][CH:80]=[CH:81][CH:82]=4)[C@@H:63]([O:64][CH2:65][C:66]4[CH:67]=[CH:68][CH:69]=[CH:70][CH:71]=4)[C@H:54]([O:55][CH2:56][C:57]4[CH:62]=[CH:61][CH:60]=[CH:59][CH:58]=4)[C@H:45]3[O:46][CH2:47][C:48]3[CH:53]=[CH:52][CH:51]=[CH:50][CH:49]=3)[C@H:41]([CH3:83])[O:40][C@@H:35]([O:36][CH2:37][CH:38]=[CH2:39])[C@@H:34]2[O:84][C:85](=[O:92])[C:86]2[CH:91]=[CH:90][CH:89]=[CH:88][CH:87]=2)[C@@H:9]1[OH:8])[C:17]1[CH:18]=[CH:19][CH:20]=[CH:21][CH:22]=1, predict the reactants needed to synthesize it. The reactants are: C([O:8][C@@H:9]1[C@H:14]([O:15][CH2:16][C:17]2[CH:22]=[CH:21][CH:20]=[CH:19][CH:18]=2)[C@@H:13]([O:23][CH2:24][C:25]2[CH:30]=[CH:29][CH:28]=[CH:27][CH:26]=2)[C@H:12]([CH3:31])[O:11][C@H:10]1[O:32][C@@H:33]1[C@@H:42]([O:43][C@H:44]2[O:73][C@H:72]([CH2:74][O:75][CH2:76][C:77]3[CH:82]=[CH:81][CH:80]=[CH:79][CH:78]=3)[C@@H:63]([O:64][CH2:65][C:66]3[CH:71]=[CH:70][CH:69]=[CH:68][CH:67]=3)[C@H:54]([O:55][CH2:56][C:57]3[CH:62]=[CH:61][CH:60]=[CH:59][CH:58]=3)[C@H:45]2[O:46][CH2:47][C:48]2[CH:53]=[CH:52][CH:51]=[CH:50][CH:49]=2)[C@H:41]([CH3:83])[O:40][C@@H:35]([O:36][CH2:37][CH:38]=[CH2:39])[C@@H:34]1[O:84][C:85](=[O:92])[C:86]1[CH:91]=[CH:90][CH:89]=[CH:88][CH:87]=1)(=O)CCC(C)=O.NN.CC(C)=O. (2) Given the product [CH2:1]([O:8][C:9]1[C:10]([CH2:30][CH3:31])=[CH:11][C:12]2[CH:13]3[CH:21]([CH2:22][CH2:23][C:24]=2[CH:25]=1)[CH:20]1[C:16]([CH3:29])([C:17](=[CH:26][CH2:27][O:28][CH3:34])[CH2:18][CH2:19]1)[CH2:15][CH2:14]3)[C:2]1[CH:3]=[CH:4][CH:5]=[CH:6][CH:7]=1, predict the reactants needed to synthesize it. The reactants are: [CH2:1]([O:8][C:9]1[C:10]([CH2:30][CH3:31])=[CH:11][C:12]2[CH:13]3[CH:21]([CH2:22][CH2:23][C:24]=2[CH:25]=1)[CH:20]1[C:16]([CH3:29])([C:17](=[CH:26][CH2:27][OH:28])[CH2:18][CH2:19]1)[CH2:15][CH2:14]3)[C:2]1[CH:7]=[CH:6][CH:5]=[CH:4][CH:3]=1.[H-].[Na+].[CH3:34]I.O.